From a dataset of Full USPTO retrosynthesis dataset with 1.9M reactions from patents (1976-2016). Predict the reactants needed to synthesize the given product. The reactants are: [CH2:1]([O:3][C:4](=[O:13])[CH2:5][S:6][C:7]1[S:11][C:10]([NH2:12])=[N:9][CH:8]=1)[CH3:2].[C:14](C1NC=CN=1)(C1NC=CN=1)=[O:15].[CH:26]1([NH:32][C@H:33]2[CH2:38][CH2:37][C@H:36]([CH2:39][O:40][CH3:41])[CH2:35][CH2:34]2)[CH2:31][CH2:30][CH2:29][CH2:28][CH2:27]1. Given the product [CH2:1]([O:3][C:4](=[O:13])[CH2:5][S:6][C:7]1[S:11][C:10]([NH:12][C:14]([N:32]([CH:26]2[CH2:27][CH2:28][CH2:29][CH2:30][CH2:31]2)[C@H:33]2[CH2:38][CH2:37][C@H:36]([CH2:39][O:40][CH3:41])[CH2:35][CH2:34]2)=[O:15])=[N:9][CH:8]=1)[CH3:2], predict the reactants needed to synthesize it.